This data is from Merck oncology drug combination screen with 23,052 pairs across 39 cell lines. The task is: Regression. Given two drug SMILES strings and cell line genomic features, predict the synergy score measuring deviation from expected non-interaction effect. (1) Drug 1: C#Cc1cccc(Nc2ncnc3cc(OCCOC)c(OCCOC)cc23)c1. Drug 2: CCc1cnn2c(NCc3ccc[n+]([O-])c3)cc(N3CCCCC3CCO)nc12. Cell line: OV90. Synergy scores: synergy=0.187. (2) Drug 1: O=c1[nH]cc(F)c(=O)[nH]1. Drug 2: Cn1cc(-c2cnn3c(N)c(Br)c(C4CCCNC4)nc23)cn1. Cell line: MDAMB436. Synergy scores: synergy=43.4. (3) Drug 1: CC1CC2C3CCC4=CC(=O)C=CC4(C)C3(F)C(O)CC2(C)C1(O)C(=O)CO. Drug 2: CC1(c2nc3c(C(N)=O)cccc3[nH]2)CCCN1. Cell line: NCIH520. Synergy scores: synergy=1.94. (4) Drug 1: N#Cc1ccc(Cn2cncc2CN2CCN(c3cccc(Cl)c3)C(=O)C2)cc1. Drug 2: CNC(=O)c1cc(Oc2ccc(NC(=O)Nc3ccc(Cl)c(C(F)(F)F)c3)cc2)ccn1. Cell line: UWB1289. Synergy scores: synergy=0.541. (5) Drug 1: COC12C(COC(N)=O)C3=C(C(=O)C(C)=C(N)C3=O)N1CC1NC12. Drug 2: O=C(CCCCCCC(=O)Nc1ccccc1)NO. Cell line: VCAP. Synergy scores: synergy=17.0.